This data is from Forward reaction prediction with 1.9M reactions from USPTO patents (1976-2016). The task is: Predict the product of the given reaction. (1) Given the reactants CC1C=CC(S(OCC2CC3C=CC=C(OS(C(F)(F)F)(=O)=O)C=3O2)(=O)=O)=CC=1.C1(B(O)O)C=CC=CC=1.P([O-])([O-])([O-])=O.[K+].[K+].[K+].[CH3:47][C:48]1[CH:53]=[CH:52][C:51]([S:54]([O:57][CH2:58][CH:59]2[CH2:63][C:62]3[CH:64]=[CH:65][CH:66]=[C:67]([C:68]4[CH:73]=[C:72](C(F)(F)F)[CH:71]=[C:70](C(F)(F)F)[CH:69]=4)[C:61]=3[O:60]2)(=[O:56])=[O:55])=[CH:50][CH:49]=1, predict the reaction product. The product is: [CH3:47][C:48]1[CH:49]=[CH:50][C:51]([S:54]([O:57][CH2:58][CH:59]2[CH2:63][C:62]3[CH:64]=[CH:65][CH:66]=[C:67]([C:68]4[CH:73]=[CH:72][CH:71]=[CH:70][CH:69]=4)[C:61]=3[O:60]2)(=[O:55])=[O:56])=[CH:52][CH:53]=1. (2) Given the reactants [Cl:1][C:2]1[CH:11]=[C:10]2[C:5]([C:6](=O)[NH:7][C:8]([N:12]3[CH:16]=[C:15]([C:17]([O:19]CC)=[O:18])[CH:14]=[N:13]3)=[N:9]2)=[CH:4][C:3]=1[C:23]1[CH:28]=[CH:27][CH:26]=[CH:25][C:24]=1[CH3:29].[CH:30]1([NH2:33])[CH2:32][CH2:31]1, predict the reaction product. The product is: [CH:30]1([NH:33][C:6]2[C:5]3[C:10](=[CH:11][C:2]([Cl:1])=[C:3]([C:23]4[CH:28]=[CH:27][CH:26]=[CH:25][C:24]=4[CH3:29])[CH:4]=3)[N:9]=[C:8]([N:12]3[CH:16]=[C:15]([C:17]([OH:19])=[O:18])[CH:14]=[N:13]3)[N:7]=2)[CH2:32][CH2:31]1. (3) Given the reactants [CH3:1][C:2]1[CH:7]=[CH:6][C:5]([C:8](=O)[CH2:9][C:10](=O)[C:11]([O:13][CH3:14])=[O:12])=[CH:4][CH:3]=1.Cl.[NH:18]([C:20]1[CH:25]=[C:24]([C:26]#[N:27])[CH:23]=[CH:22][N:21]=1)[NH2:19], predict the reaction product. The product is: [C:26]([C:24]1[CH:23]=[CH:22][N:21]=[C:20]([N:18]2[C:8]([C:5]3[CH:6]=[CH:7][C:2]([CH3:1])=[CH:3][CH:4]=3)=[CH:9][C:10]([C:11]([O:13][CH3:14])=[O:12])=[N:19]2)[CH:25]=1)#[N:27]. (4) Given the reactants Cl.[CH:2]1([N:5]([CH:19]2[CH2:24][CH2:23][NH:22][CH2:21][CH2:20]2)[C:6](=[O:18])[C:7]2[CH:12]=[CH:11][C:10]([C:13]3[O:17][CH:16]=[N:15][CH:14]=3)=[CH:9][CH:8]=2)[CH2:4][CH2:3]1.F[C:26]1[C:31]([F:32])=[CH:30][C:29]([C:33]([F:36])([F:35])[F:34])=[CH:28][N:27]=1, predict the reaction product. The product is: [CH:2]1([N:5]([CH:19]2[CH2:24][CH2:23][N:22]([C:26]3[C:31]([F:32])=[CH:30][C:29]([C:33]([F:36])([F:34])[F:35])=[CH:28][N:27]=3)[CH2:21][CH2:20]2)[C:6](=[O:18])[C:7]2[CH:8]=[CH:9][C:10]([C:13]3[O:17][CH:16]=[N:15][CH:14]=3)=[CH:11][CH:12]=2)[CH2:4][CH2:3]1. (5) The product is: [Br:1][C:2]1[CH:7]=[CH:6][C:5]([C@@H:8]2[C:17]3[C:12](=[CH:13][CH:14]=[CH:15][CH:16]=3)[CH2:11][C@H:10]([CH3:18])[N:9]2[C:27]([NH:26][C:23]2[CH:24]=[CH:25][C:20]([F:19])=[CH:21][CH:22]=2)=[O:28])=[CH:4][CH:3]=1. Given the reactants [Br:1][C:2]1[CH:7]=[CH:6][C:5]([C@@H:8]2[C:17]3[C:12](=[CH:13][CH:14]=[CH:15][CH:16]=3)[CH2:11][C@H:10]([CH3:18])[NH:9]2)=[CH:4][CH:3]=1.[F:19][C:20]1[CH:25]=[CH:24][C:23]([N:26]=[C:27]=[O:28])=[CH:22][CH:21]=1, predict the reaction product. (6) Given the reactants [OH:1][NH:2][C:3]([C:5]1[CH:13]=[CH:12][C:11]2[NH:10][C:9]3[CH:14]([CH2:17][C:18]([O:20][CH2:21][CH3:22])=[O:19])[CH2:15][CH2:16][C:8]=3[C:7]=2[CH:6]=1)=[NH:4].[Cl:23][C:24]1[N:25]=[CH:26][C:27]([C:30](Cl)=O)=[N:28][CH:29]=1, predict the reaction product. The product is: [Cl:23][C:24]1[N:25]=[CH:26][C:27]([C:30]2[O:1][N:2]=[C:3]([C:5]3[CH:13]=[CH:12][C:11]4[NH:10][C:9]5[CH:14]([CH2:17][C:18]([O:20][CH2:21][CH3:22])=[O:19])[CH2:15][CH2:16][C:8]=5[C:7]=4[CH:6]=3)[N:4]=2)=[N:28][CH:29]=1.